This data is from Reaction yield outcomes from USPTO patents with 853,638 reactions. The task is: Predict the reaction yield, written as a fraction of the theoretical maximum amount of product (1.0 means a 100% yield; for example, 0.34 means a 34% yield). The reactants are [CH2:1]([NH2:4])[CH:2]=[CH2:3].C(N(CC)CC)C.[CH2:12]([O:19][C:20](Cl)=[O:21])[C:13]1[CH:18]=[CH:17][CH:16]=[CH:15][CH:14]=1. The catalyst is C(Cl)Cl. The product is [C:13]1([CH2:12][O:19][C:20]([NH:4][CH2:1][CH:2]=[CH2:3])=[O:21])[CH:18]=[CH:17][CH:16]=[CH:15][CH:14]=1. The yield is 0.680.